From a dataset of Forward reaction prediction with 1.9M reactions from USPTO patents (1976-2016). Predict the product of the given reaction. (1) Given the reactants [CH3:1][C:2]1[CH:3]=[CH:4][C:5]([NH:11][C:12]([S:14][CH3:15])=[S:13])=[C:6]([CH:10]=1)[C:7](O)=[O:8], predict the reaction product. The product is: [CH3:1][C:2]1[CH:3]=[CH:4][C:5]2[N:11]=[C:12]([S:14][CH3:15])[S:13][C:7](=[O:8])[C:6]=2[CH:10]=1. (2) Given the reactants [CH2:1](O)[C:2]#[CH:3].[C:5]([OH:11])(=[O:10])[C:6]([CH3:9])([CH3:8])[CH3:7].OS(O)(=O)=O.C(OCC#C)(=O)C, predict the reaction product. The product is: [C:5]([O:11][CH2:3][C:2]#[CH:1])(=[O:10])[C:6]([CH3:9])([CH3:8])[CH3:7].